Dataset: Full USPTO retrosynthesis dataset with 1.9M reactions from patents (1976-2016). Task: Predict the reactants needed to synthesize the given product. (1) Given the product [CH:10]1([S:9][C:4]2[C:3]([CH2:2][O:27][C:24]3[CH:25]=[CH:26][C:21]([CH2:20][CH2:19][C:18]([OH:30])=[O:17])=[CH:22][C:23]=3[O:28][CH3:29])=[CH:8][CH:7]=[CH:6][N:5]=2)[CH2:14][CH2:13][CH2:12][CH2:11]1, predict the reactants needed to synthesize it. The reactants are: Cl[CH2:2][C:3]1[C:4]([S:9][CH:10]2[CH2:14][CH2:13][CH2:12][CH2:11]2)=[N:5][CH:6]=[CH:7][CH:8]=1.C([O:17][C:18](=[O:30])[CH2:19][CH2:20][C:21]1[CH:26]=[CH:25][C:24]([OH:27])=[C:23]([O:28][CH3:29])[CH:22]=1)C. (2) Given the product [Br:1][C:2]1[C:3]([CH3:10])=[N:4][C:5]([CH2:9][Br:18])=[CH:6][C:7]=1[CH3:8], predict the reactants needed to synthesize it. The reactants are: [Br:1][C:2]1[C:3]([CH3:10])=[N:4][C:5]([CH3:9])=[CH:6][C:7]=1[CH3:8].C1C(=O)N([Br:18])C(=O)C1. (3) Given the product [Cl:8][C:9]1[CH:10]=[C:11]([CH:27]2[O:32][CH2:31][CH2:30][NH:29][CH2:28]2)[CH:12]=[CH:13][C:14]=1[NH:15][C:16]([NH:18][C:19]1[CH:24]=[CH:23][CH:22]=[C:21]([C:25]#[N:26])[CH:20]=1)=[O:17], predict the reactants needed to synthesize it. The reactants are: FC(F)(F)C(O)=O.[Cl:8][C:9]1[CH:10]=[C:11]([CH:27]2[O:32][CH2:31][CH2:30][N:29](C(OC(C)(C)C)=O)[CH2:28]2)[CH:12]=[CH:13][C:14]=1[NH:15][C:16]([NH:18][C:19]1[CH:24]=[CH:23][CH:22]=[C:21]([C:25]#[N:26])[CH:20]=1)=[O:17].[OH-].[Na+]. (4) Given the product [F:8][C:6]1[CH:5]=[CH:4][C:3]([N+:9]([O-:11])=[O:10])=[C:2]([CH:7]=1)[O:21][C@H:13]1[C@H:14]2[O:19][CH2:18][C@@H:17]([OH:20])[C@H:15]2[O:16][CH2:12]1, predict the reactants needed to synthesize it. The reactants are: F[C:2]1[CH:7]=[C:6]([F:8])[CH:5]=[CH:4][C:3]=1[N+:9]([O-:11])=[O:10].[CH2:12]1[O:16][C@@H:15]2[C@H:17]([OH:20])[CH2:18][O:19][C@@H:14]2[C@@H:13]1[OH:21].[Li+].C[Si]([N-][Si](C)(C)C)(C)C.Cl. (5) The reactants are: [Cl:1][C:2]1[C:3]2[C:10]([I:11])=[CH:9][NH:8][C:4]=2[N:5]=[CH:6][N:7]=1.[O:12]1[C:16]2([CH2:21][CH2:20][CH:19](O)[CH2:18][CH2:17]2)[O:15][CH2:14][CH2:13]1. Given the product [Cl:1][C:2]1[C:3]2[C:10]([I:11])=[CH:9][N:8]([CH:19]3[CH2:20][CH2:21][C:16]4([O:15][CH2:14][CH2:13][O:12]4)[CH2:17][CH2:18]3)[C:4]=2[N:5]=[CH:6][N:7]=1, predict the reactants needed to synthesize it. (6) Given the product [Cl:93][C:81]1[CH:82]=[C:83]([C:86]2[CH2:87][CH2:88][C:89](=[O:92])[NH:90][N:91]=2)[CH:84]=[CH:85][C:80]=1[O:79][CH2:78][C:6]([N:8]1[CH2:9][CH2:10][CH:11]([NH:14][CH2:15][CH:16]([OH:29])[CH2:17][O:18][C:19]2[CH:20]=[CH:21][C:22]([CH2:25][CH2:26][O:27][CH3:28])=[CH:23][CH:24]=2)[CH2:12][CH2:13]1)=[O:7], predict the reactants needed to synthesize it. The reactants are: C(O[C:6]([N:8]1[CH2:13][CH2:12][CH:11]([NH:14][CH2:15][CH:16]([OH:29])[CH2:17][O:18][C:19]2[CH:24]=[CH:23][C:22]([CH2:25][CH2:26][O:27][CH3:28])=[CH:21][CH:20]=2)[CH2:10][CH2:9]1)=[O:7])(C)(C)C.Cl.Cl.CN(C)CCCN=C=NCC.N1C2C(=NC=CC=2)N(O)N=1.C1C2NC3C(=CC=CC=3)C=2C=CC=1OC[C@@H](O)CNC1CCN(C(=O)[CH2:78][O:79][C:80]2[CH:85]=[CH:84][C:83]([C:86]3[CH2:87][CH2:88][C:89](=[O:92])[NH:90][N:91]=3)=[CH:82][C:81]=2[Cl:93])CC1.